Dataset: Full USPTO retrosynthesis dataset with 1.9M reactions from patents (1976-2016). Task: Predict the reactants needed to synthesize the given product. (1) Given the product [CH3:16][C:14]1([CH3:17])[CH2:13][C:12]2[CH:18]=[C:8]([C:6]([OH:7])=[O:5])[CH:9]=[CH:10][C:11]=2[O:15]1, predict the reactants needed to synthesize it. The reactants are: [OH-].[Na+].C([O:5][C:6]([C:8]1[CH:9]=[CH:10][C:11]2[O:15][C:14]([CH3:17])([CH3:16])[CH2:13][C:12]=2[CH:18]=1)=[O:7])C. (2) Given the product [C:26]([NH:30][C:21]([C:18]1[CH:17]=[CH:16][C:15]([O:14][CH2:13][C:12]2[C:8]([C:5]3[CH:6]=[CH:7][C:2]([F:1])=[CH:3][CH:4]=3)=[N:9][O:10][C:11]=2[CH2:24][OH:25])=[CH:20][N:19]=1)=[O:22])([CH3:29])([CH3:28])[CH3:27], predict the reactants needed to synthesize it. The reactants are: [F:1][C:2]1[CH:7]=[CH:6][C:5]([C:8]2[C:12]([CH2:13][O:14][C:15]3[CH:16]=[CH:17][C:18]([C:21](O)=[O:22])=[N:19][CH:20]=3)=[C:11]([CH2:24][OH:25])[O:10][N:9]=2)=[CH:4][CH:3]=1.[C:26]([NH2:30])([CH3:29])([CH3:28])[CH3:27]. (3) Given the product [CH3:2][C:1]1[NH:28][C:13]([C:15]2[CH:20]=[CH:19][CH:18]=[CH:17][C:16]=2[N+:21]([O-:23])=[O:22])=[CH:12][C:4]=1[C:5]([O:7][C:8]([CH3:11])([CH3:10])[CH3:9])=[O:6], predict the reactants needed to synthesize it. The reactants are: [C:1]([CH:4]([CH2:12][C:13]([C:15]1[CH:20]=[CH:19][CH:18]=[CH:17][C:16]=1[N+:21]([O-:23])=[O:22])=O)[C:5]([O:7][C:8]([CH3:11])([CH3:10])[CH3:9])=[O:6])(=O)[CH3:2].C([O-])(=O)C.[NH4+:28]. (4) Given the product [C:17]([C:18]1[CH:1]=[CH:20][C:21](=[O:22])[N:14]([CH:11]2[CH2:13][CH2:12]2)[C:15]=1[S-:16])#[N:19].[Na+:10], predict the reactants needed to synthesize it. The reactants are: [CH3:1][Si]([N-][Si](C)(C)C)(C)C.[Na+:10].[CH:11]1([N:14]=[C:15]=[S:16])[CH2:13][CH2:12]1.[C:17](#[N:19])[CH3:18].[CH3:20][CH2:21][OH:22]. (5) Given the product [C:1]([O:5][C:6](=[O:14])[NH:7][CH2:8][CH2:9][CH:10]([OH:13])[CH2:11][O:12][Si:26]([C:22]([CH3:25])([CH3:24])[CH3:23])([CH3:29])[CH3:28])([CH3:4])([CH3:2])[CH3:3], predict the reactants needed to synthesize it. The reactants are: [C:1]([O:5][C:6](=[O:14])[NH:7][CH2:8][CH2:9][CH:10]([OH:13])[CH2:11][OH:12])([CH3:4])([CH3:3])[CH3:2].C(N(CC)CC)C.[C:22]([Si:26]([CH3:29])([CH3:28])Cl)([CH3:25])([CH3:24])[CH3:23]. (6) The reactants are: [CH3:1][C:2]#[N:3].CC(O)C.C(=O)=O.[Li]CCCC.[CH2:16]([O:19][C:20]1[CH:36]=[CH:35][CH:34]=[CH:33][C:21]=1[CH2:22][N:23]1[CH:27]=[C:26]([C:28]([O:30]CC)=O)[CH:25]=[N:24]1)[CH:17]=[CH2:18]. Given the product [CH2:16]([O:19][C:20]1[CH:36]=[CH:35][CH:34]=[CH:33][C:21]=1[CH2:22][N:23]1[CH:27]=[C:26]([C:28](=[O:30])[CH2:1][C:2]#[N:3])[CH:25]=[N:24]1)[CH:17]=[CH2:18], predict the reactants needed to synthesize it. (7) Given the product [ClH:64].[Br:13][C:14]1[CH:33]=[CH:32][C:17]([NH:18][C:19]2[C:28]3[C:23](=[CH:24][C:25]([O:31][CH2:55][CH2:56][N:57]4[CH2:61][CH2:60][CH2:59][C:58]4=[O:62])=[C:26]([O:29][CH3:30])[CH:27]=3)[N:22]=[CH:21][N:20]=2)=[C:16]([F:34])[CH:15]=1, predict the reactants needed to synthesize it. The reactants are: N(C(OCC)=O)=NC(OCC)=O.[Br:13][C:14]1[CH:33]=[CH:32][C:17]([NH:18][C:19]2[C:28]3[C:23](=[CH:24][C:25]([OH:31])=[C:26]([O:29][CH3:30])[CH:27]=3)[N:22]=[CH:21][N:20]=2)=[C:16]([F:34])[CH:15]=1.C1(P(C2C=CC=CC=2)C2C=CC=CC=2)C=CC=CC=1.O[CH2:55][CH2:56][N:57]1[CH2:61][CH2:60][CH2:59][C:58]1=[O:62].C(Cl)[Cl:64]. (8) Given the product [CH2:1]([O:15][C:16]1[O:20][C:19]([C:21]([O:23][CH2:26][CH2:25][Br:24])=[O:22])=[CH:18][CH:17]=1)[CH2:2][CH2:3][CH2:4][CH2:5][CH2:6][CH2:7][CH2:8][CH2:9][CH2:10][CH2:11][CH2:12][CH2:13][CH3:14], predict the reactants needed to synthesize it. The reactants are: [CH2:1]([O:15][C:16]1[O:20][C:19]([C:21]([OH:23])=[O:22])=[CH:18][CH:17]=1)[CH2:2][CH2:3][CH2:4][CH2:5][CH2:6][CH2:7][CH2:8][CH2:9][CH2:10][CH2:11][CH2:12][CH2:13][CH3:14].[Br:24][CH2:25][CH2:26]O. (9) Given the product [CH3:5][O:6][C:7]1[C:12]2[O:13][C:14]([C:16]([O:18][CH3:19])=[O:17])=[CH:15][C:11]=2[CH:10]=[CH:9][CH:8]=1, predict the reactants needed to synthesize it. The reactants are: S(Cl)(Cl)=O.[CH3:5][O:6][C:7]1[C:12]2[O:13][C:14]([C:16]([OH:18])=[O:17])=[CH:15][C:11]=2[CH:10]=[CH:9][CH:8]=1.[CH3:19]O. (10) Given the product [C:1]([O:5][C:6]([N:8]1[CH2:25][CH2:24][C:11]2([CH2:12][CH2:13][C:14]([C:17]3[CH:18]=[N:19][CH:20]=[CH:21][CH:22]=3)([O:23][CH2:28][CH2:29][N:30]3[CH2:34][CH2:33][CH2:32][CH2:31]3)[CH2:15][CH2:16]2)[CH2:10][CH2:9]1)=[O:7])([CH3:4])([CH3:2])[CH3:3], predict the reactants needed to synthesize it. The reactants are: [C:1]([O:5][C:6]([N:8]1[CH2:25][CH2:24][C:11]2([CH2:16][CH2:15][C:14]([OH:23])([C:17]3[CH:18]=[N:19][CH:20]=[CH:21][CH:22]=3)[CH2:13][CH2:12]2)[CH2:10][CH2:9]1)=[O:7])([CH3:4])([CH3:3])[CH3:2].Cl.Cl[CH2:28][CH2:29][N:30]1[CH2:34][CH2:33][CH2:32][CH2:31]1.[OH-].[K+].C1OCCOCCOCCOCCOCCOC1.